Predict the product of the given reaction. From a dataset of Forward reaction prediction with 1.9M reactions from USPTO patents (1976-2016). (1) Given the reactants [C:1]([C:3]1[CH:8]=[CH:7][C:6]([NH:9][C:10]([CH:12]2[NH:16][CH:15]([CH2:17][C:18]([CH3:21])([CH3:20])[CH3:19])[C:14]3([C:29]4[C:24](=[CH:25][C:26]([Cl:30])=[CH:27][CH:28]=4)[NH:23][C:22]3=[O:31])[CH:13]2[C:32]2[CH:37]=[C:36]([F:38])[CH:35]=[C:34]([Cl:39])[CH:33]=2)=[O:11])=[C:5]([O:40][CH3:41])[CH:4]=1)#[N:2].[OH:42]O.[OH-].[Na+], predict the reaction product. The product is: [C:1]([C:3]1[CH:8]=[CH:7][C:6]([NH:9][C:10]([CH:12]2[NH:16][CH:15]([CH2:17][C:18]([CH3:21])([CH3:20])[CH3:19])[C:14]3([C:29]4[C:24](=[CH:25][C:26]([Cl:30])=[CH:27][CH:28]=4)[NH:23][C:22]3=[O:31])[CH:13]2[C:32]2[CH:37]=[C:36]([F:38])[CH:35]=[C:34]([Cl:39])[CH:33]=2)=[O:11])=[C:5]([O:40][CH3:41])[CH:4]=1)(=[O:42])[NH2:2]. (2) The product is: [CH2:1]([NH:8][C:9](=[O:18])[C:10]1[CH:15]=[CH:14][C:13]([Cl:16])=[CH:12][C:11]=1[O:17][CH:21]([C:20]#[CH:19])[CH3:22])[C:2]1[CH:3]=[CH:4][CH:5]=[CH:6][CH:7]=1. Given the reactants [CH2:1]([NH:8][C:9](=[O:18])[C:10]1[CH:15]=[CH:14][C:13]([Cl:16])=[CH:12][C:11]=1[OH:17])[C:2]1[CH:7]=[CH:6][CH:5]=[CH:4][CH:3]=1.[CH3:19][CH:20](O)[C:21]#[CH:22].C1C=CC(P(C2C=CC=CC=2)C2C=CC=CC=2)=CC=1.CC(OC(/N=N/C(OC(C)C)=O)=O)C, predict the reaction product.